Dataset: NCI-60 drug combinations with 297,098 pairs across 59 cell lines. Task: Regression. Given two drug SMILES strings and cell line genomic features, predict the synergy score measuring deviation from expected non-interaction effect. (1) Drug 1: CS(=O)(=O)CCNCC1=CC=C(O1)C2=CC3=C(C=C2)N=CN=C3NC4=CC(=C(C=C4)OCC5=CC(=CC=C5)F)Cl. Drug 2: COC1=C2C(=CC3=C1OC=C3)C=CC(=O)O2. Cell line: TK-10. Synergy scores: CSS=29.0, Synergy_ZIP=3.66, Synergy_Bliss=1.06, Synergy_Loewe=-8.98, Synergy_HSA=1.40. (2) Drug 1: CC1=C(C=C(C=C1)NC2=NC=CC(=N2)N(C)C3=CC4=NN(C(=C4C=C3)C)C)S(=O)(=O)N.Cl. Drug 2: C1CN1P(=S)(N2CC2)N3CC3. Cell line: OVCAR-8. Synergy scores: CSS=20.1, Synergy_ZIP=-4.76, Synergy_Bliss=-1.98, Synergy_Loewe=-6.19, Synergy_HSA=-1.39.